This data is from Catalyst prediction with 721,799 reactions and 888 catalyst types from USPTO. The task is: Predict which catalyst facilitates the given reaction. (1) Reactant: [Cl:1][C:2]1[CH:7]=[CH:6][C:5]([C:8]2[NH:9][C:10]3[N:11]([N:15]=[CH:16][C:17]=3[C:18]([NH2:20])=[O:19])[C:12](=[O:14])[CH:13]=2)=[CH:4][C:3]=1[O:21][CH:22]([CH3:24])[CH3:23].[CH3:25][C:26]([N:28]([CH3:30])[CH3:29])=O.[CH3:25][C:26]([N:28]([CH3:30])[CH3:29])=O. Product: [Cl:1][C:2]1[CH:7]=[CH:6][C:5]([C:8]2[NH:9][C:10]3[N:11]([N:15]=[CH:16][C:17]=3[C:18](/[N:20]=[C:26](/[N:28]([CH3:30])[CH3:29])\[CH3:25])=[O:19])[C:12](=[O:14])[CH:13]=2)=[CH:4][C:3]=1[O:21][CH:22]([CH3:24])[CH3:23]. The catalyst class is: 9. (2) Reactant: C(=O)(O)N.[F:5][C:6]1([OH:26])[C:19]2[O:20][C@@H:16]3[C@@:17]45[CH2:21][CH2:22][N:23]([CH3:24])[C@@H:11]([C@@H:12]4[CH:13]=[CH:14][C@@H:15]3[OH:25])[CH2:10][C:9]([C:18]5=2)=[CH:8][CH2:7]1.[H-].[Al+3].[Li+].[H-].[H-].[H-]. The catalyst class is: 1. Product: [F:5][C:6]1([OH:26])[C:19]2[O:20][C@@H:16]3[C@@:17]45[CH2:21][CH2:22][N:23]([CH3:24])[C@@H:11]([C@@H:12]4[CH:13]=[CH:14][C@@H:15]3[OH:25])[CH2:10][C:9]([C:18]5=2)=[CH:8][CH2:7]1. (3) Reactant: [F:1][C:2]1[CH:10]=[C:9]([CH:11]=[O:12])[CH:8]=[CH:7][C:3]=1[C:4](O)=[O:5].S(Cl)(Cl)=O.[CH3:17][NH2:18].O. Product: [F:1][C:2]1[CH:10]=[C:9]([CH:11]=[O:12])[CH:8]=[CH:7][C:3]=1[C:4]([NH:18][CH3:17])=[O:5]. The catalyst class is: 139. (4) Reactant: [NH2:1][C:2]1[C:14]([Cl:15])=[CH:13][C:5]([C:6]([O:8][C:9]([CH3:12])([CH3:11])[CH3:10])=[O:7])=[C:4]([O:16][CH3:17])[CH:3]=1.[H-].[Na+].Br[CH2:21][CH2:22][CH2:23][CH2:24][CH2:25][C:26]([O:28][CH2:29][CH3:30])=[O:27].O. Product: [Cl:15][C:14]1[C:2]([NH:1][CH2:21][CH2:22][CH2:23][CH2:24][CH2:25][C:26]([O:28][CH2:29][CH3:30])=[O:27])=[CH:3][C:4]([O:16][CH3:17])=[C:5]([CH:13]=1)[C:6]([O:8][C:9]([CH3:12])([CH3:11])[CH3:10])=[O:7]. The catalyst class is: 42. (5) Reactant: [O:1]=[C:2]1[C:11]2[C:6](=[CH:7][CH:8]=[C:9]([C:12]#[C:13][CH2:14][C:15]3[CH:20]=[CH:19][CH:18]=[CH:17][CH:16]=3)[CH:10]=2)[CH:5]=[CH:4][N:3]1[CH2:21][C:22]1[CH:30]=[CH:29][C:25]([C:26](O)=[O:27])=[CH:24][CH:23]=1.[NH2:31][C:32]1[N:33]=[N:34][C:35](=[O:37])[CH:36]=1. Product: [O:37]=[C:35]1[NH:34][N:33]=[C:32]([NH:31][C:26](=[O:27])[C:25]2[CH:24]=[CH:23][C:22]([CH2:21][N:3]3[CH:4]=[CH:5][C:6]4[C:11](=[CH:10][C:9]([C:12]#[C:13][CH2:14][C:15]5[CH:20]=[CH:19][CH:18]=[CH:17][CH:16]=5)=[CH:8][CH:7]=4)[C:2]3=[O:1])=[CH:30][CH:29]=2)[CH2:36]1. The catalyst class is: 370.